Dataset: Peptide-MHC class I binding affinity with 185,985 pairs from IEDB/IMGT. Task: Regression. Given a peptide amino acid sequence and an MHC pseudo amino acid sequence, predict their binding affinity value. This is MHC class I binding data. (1) The peptide sequence is STPKLKEDY. The MHC is HLA-A23:01 with pseudo-sequence HLA-A23:01. The binding affinity (normalized) is 0. (2) The peptide sequence is YPMSIPATL. The MHC is HLA-C04:01 with pseudo-sequence HLA-C04:01. The binding affinity (normalized) is 0.213. (3) The binding affinity (normalized) is 0.516. The peptide sequence is DVLPFDIKYI. The MHC is HLA-A02:03 with pseudo-sequence HLA-A02:03. (4) The peptide sequence is KAFSPEVI. The MHC is HLA-A02:06 with pseudo-sequence HLA-A02:06. The binding affinity (normalized) is 0. (5) The peptide sequence is SELPQWLSANR. The MHC is HLA-A03:01 with pseudo-sequence HLA-A03:01. The binding affinity (normalized) is 0.277. (6) The peptide sequence is KSPAEGANF. The MHC is Mamu-A01 with pseudo-sequence Mamu-A01. The binding affinity (normalized) is 0.869. (7) The peptide sequence is IGLGLTRL. The MHC is H-2-Db with pseudo-sequence H-2-Db. The binding affinity (normalized) is 0.